This data is from Reaction yield outcomes from USPTO patents with 853,638 reactions. The task is: Predict the reaction yield, written as a fraction of the theoretical maximum amount of product (1.0 means a 100% yield; for example, 0.34 means a 34% yield). (1) The reactants are O=[C:2]1[CH:7]=[C:6]([C:8]([OH:10])=O)[CH:5]=[CH:4][NH:3]1.[C:11](=[O:14])([O-])[O-].[K+].[K+].[CH2:17](Br)[C:18]1[CH:23]=[CH:22][CH:21]=[CH:20][CH:19]=1.[OH2:25]. The catalyst is CN(C=O)C. The product is [CH2:4]([N:3]1[CH:2]=[CH:7][C:6]([C:8]([O:10][CH2:17][C:18]2[CH:23]=[CH:22][CH:21]=[CH:20][CH:19]=2)=[O:25])=[CH:5][C:11]1=[O:14])[C:18]1[CH:23]=[CH:22][CH:21]=[CH:20][CH:19]=1. The yield is 0.340. (2) The reactants are [Cl:1][C:2]1[CH:3]=[C:4]([CH:9]=[CH:10][C:11]=1[O:12][CH:13]([CH2:16][CH3:17])[CH2:14][CH3:15])[C:5]([NH:7][OH:8])=[NH:6].[CH3:18][C:19]1[CH:27]=[CH:26][CH:25]=[CH:24][C:20]=1[C:21](Cl)=O. The catalyst is N1C=CC=CC=1. The product is [Cl:1][C:2]1[CH:3]=[C:4]([C:5]2[N:6]=[C:18]([C:19]3[CH:27]=[CH:26][CH:25]=[CH:24][C:20]=3[CH3:21])[O:8][N:7]=2)[CH:9]=[CH:10][C:11]=1[O:12][CH:13]([CH2:16][CH3:17])[CH2:14][CH3:15]. The yield is 0.185. (3) The reactants are [CH3:1][C:2]1[CH:11]=[CH:10][C:9]2[C:4](=[CH:5][CH:6]=[CH:7][C:8]=2[N:12]2[CH2:17][CH2:16][NH:15][CH2:14][CH2:13]2)[N:3]=1.Cl[CH2:19][C:20]([C:22]1[CH:23]=[C:24]([F:33])[C:25]2[O:30][CH2:29][C:28](=[O:31])[NH:27][C:26]=2[CH:32]=1)=[O:21]. No catalyst specified. The product is [F:33][C:24]1[C:25]2[O:30][CH2:29][C:28](=[O:31])[NH:27][C:26]=2[CH:32]=[C:22]([C:20](=[O:21])[CH2:19][N:15]2[CH2:16][CH2:17][N:12]([C:8]3[CH:7]=[CH:6][CH:5]=[C:4]4[C:9]=3[CH:10]=[CH:11][C:2]([CH3:1])=[N:3]4)[CH2:13][CH2:14]2)[CH:23]=1. The yield is 0.740. (4) The reactants are [Br:1][C:2]1[S:3][C:4]([C:8]([OH:10])=O)=[C:5]([Br:7])[N:6]=1.S(Cl)(Cl)=O.CN(C)C=O.C(N(CC)CC)C.[CH2:27]([NH2:30])[CH:28]=[CH2:29]. The catalyst is ClCCl.O. The product is [CH2:27]([NH:30][C:8]([C:4]1[S:3][C:2]([Br:1])=[N:6][C:5]=1[Br:7])=[O:10])[CH:28]=[CH2:29]. The yield is 0.500. (5) The reactants are S(Cl)(Cl)=O.[Cl:5][C:6]1[CH:7]=[C:8]([C:15]([CH3:20])([CH3:19])[C:16]([OH:18])=O)[CH:9]=[CH:10][C:11]=1[N+:12]([O-:14])=[O:13].C(N(C(C)C)CC)(C)C.[CH2:30]([NH:34][CH2:35][CH:36]([CH3:38])[CH3:37])[CH:31]([CH3:33])[CH3:32]. The catalyst is ClCCl. The product is [Cl:5][C:6]1[CH:7]=[C:8]([C:15]([CH3:20])([CH3:19])[C:16]([N:34]([CH2:35][CH:36]([CH3:38])[CH3:37])[CH2:30][CH:31]([CH3:33])[CH3:32])=[O:18])[CH:9]=[CH:10][C:11]=1[N+:12]([O-:14])=[O:13]. The yield is 0.820. (6) The product is [Cl:1][C:2]1[C:7]([Cl:8])=[CH:6][CH:5]=[CH:4][C:3]=1[CH2:9][O:10][C:12]1[N:13]=[C:14]([OH:28])[C:15]2[CH:21]=[CH:20][N:19]=[C:18]([C:22]3[N:23]=[CH:24][N:25]([CH3:27])[CH:26]=3)[C:16]=2[N:17]=1. No catalyst specified. The reactants are [Cl:1][C:2]1[C:7]([Cl:8])=[CH:6][CH:5]=[CH:4][C:3]=1[CH2:9][OH:10].Cl[C:12]1[N:13]=[C:14]([OH:28])[C:15]2[CH:21]=[CH:20][N:19]=[C:18]([C:22]3[N:23]=[CH:24][N:25]([CH3:27])[CH:26]=3)[C:16]=2[N:17]=1. The yield is 0.325.